Dataset: Forward reaction prediction with 1.9M reactions from USPTO patents (1976-2016). Task: Predict the product of the given reaction. Given the reactants [CH2:1]([N:8]1[CH2:13][CH2:12][C:11](=[O:14])[CH2:10][CH2:9]1)[C:2]1[CH:7]=[CH:6][CH:5]=[CH:4][CH:3]=1.[CH3:15][C:16]1[CH:21]=[CH:20][C:19]([CH3:22])=[CH:18][C:17]=1[Mg]Br, predict the reaction product. The product is: [CH2:1]([N:8]1[CH2:13][CH2:12][C:11]([C:17]2[CH:18]=[C:19]([CH3:22])[CH:20]=[CH:21][C:16]=2[CH3:15])([OH:14])[CH2:10][CH2:9]1)[C:2]1[CH:3]=[CH:4][CH:5]=[CH:6][CH:7]=1.